The task is: Predict the reactants needed to synthesize the given product.. This data is from Full USPTO retrosynthesis dataset with 1.9M reactions from patents (1976-2016). The reactants are: [CH:1]([Si:4]([CH:16]([CH3:18])[CH3:17])([CH:13]([CH3:15])[CH3:14])[O:5][CH2:6][C:7]1[CH:11]=[CH:10][O:9][C:8]=1[CH3:12])([CH3:3])[CH3:2].C([Li])CCC.C1(P(C2C=CC=CC=2)C2C=CC=CC=2)C=CC=CC=1.Br[CH2:44][C:45]([O:47][CH2:48][CH3:49])=[O:46].[Cl-].O1C=CC=C1[Zn+]. Given the product [CH2:48]([O:47][C:45](=[O:46])[CH2:44][C:10]1[O:9][C:8]([CH3:12])=[C:7]([CH2:6][O:5][Si:4]([CH:1]([CH3:3])[CH3:2])([CH:13]([CH3:15])[CH3:14])[CH:16]([CH3:18])[CH3:17])[CH:11]=1)[CH3:49], predict the reactants needed to synthesize it.